From a dataset of Reaction yield outcomes from USPTO patents with 853,638 reactions. Predict the reaction yield, written as a fraction of the theoretical maximum amount of product (1.0 means a 100% yield; for example, 0.34 means a 34% yield). (1) The reactants are [Br:1][C:2]1[CH:6]=[CH:5][S:4][C:3]=1[CH:7]=O.Cl.[NH2:10][OH:11].[OH-].[Na+]. The catalyst is C(O)C.O. The product is [Br:1][C:2]1[CH:6]=[CH:5][S:4][C:3]=1[CH:7]=[N:10][OH:11]. The yield is 0.670. (2) The reactants are [Br:1][C:2]1[CH:8]=[CH:7][C:5]([NH2:6])=[CH:4][CH:3]=1.[F:9][C:10]1[CH:17]=[CH:16][CH:15]=[C:14]([F:18])[C:11]=1[CH:12]=O.C(O)(=O)C.C([BH3-])#N.[Na+]. The catalyst is CO. The product is [Br:1][C:2]1[CH:8]=[CH:7][C:5]([NH:6][CH2:12][C:11]2[C:10]([F:9])=[CH:17][CH:16]=[CH:15][C:14]=2[F:18])=[CH:4][CH:3]=1. The yield is 0.920. (3) The reactants are [CH2:1]([O:3][C:4](=[O:31])[CH2:5][C:6]([CH3:30])([CH3:29])[C:7]#[C:8][C:9]1[CH:14]=[C:13]([N+:15]([O-:17])=[O:16])[CH:12]=[CH:11][C:10]=1[NH:18][CH2:19][CH2:20][O:21][Si](C(C)(C)C)(C)C)[CH3:2].CCCC[N+](CCCC)(CCCC)CCCC.[F-]. The catalyst is CC#N.Cl[Pd]Cl. The product is [CH2:1]([O:3][C:4](=[O:31])[CH2:5][C:6]([C:7]1[N:18]([CH2:19][CH2:20][OH:21])[C:10]2[C:9]([CH:8]=1)=[CH:14][C:13]([N+:15]([O-:17])=[O:16])=[CH:12][CH:11]=2)([CH3:30])[CH3:29])[CH3:2]. The yield is 0.600. (4) The reactants are [CH3:1][C:2]([CH3:7])([CH3:6])[C:3](=[O:5])[CH3:4].[Li+].C[Si]([N-][Si](C)(C)C)(C)C.[Br-].[CH2:19]([C:21]([C:30]1[CH:35]=[CH:34][C:33]([CH3:36])=[C:32]([CH3:37])[CH:31]=1)([C:24]1[S:25][CH:26]=[C:27]([CH3:29])[CH:28]=1)[CH2:22][CH3:23])[CH3:20].C1COCC1. The catalyst is C1COCC1.CCOC(C)=O. The product is [CH2:19]([C:21]([C:30]1[CH:35]=[CH:34][C:33]([CH2:36][CH2:4][C:3](=[O:5])[C:2]([CH3:7])([CH3:6])[CH3:1])=[C:32]([CH3:37])[CH:31]=1)([C:24]1[S:25][CH:26]=[C:27]([CH3:29])[CH:28]=1)[CH2:22][CH3:23])[CH3:20]. The yield is 0.790. (5) No catalyst specified. The yield is 0.650. The reactants are Cl.[N:2]1[CH:7]=[CH:6][CH:5]=[CH:4][C:3]=1[C:8]1[CH:16]=[CH:15][C:11]([C:12]([OH:14])=O)=[CH:10][CH:9]=1.[CH3:17][O:18][C:19]1[CH:24]=[CH:23][CH:22]=[CH:21][C:20]=1[N:25]1[CH2:30][CH2:29][N:28]([CH2:31]/[CH:32]=[CH:33]/[CH2:34][NH2:35])[CH2:27][CH2:26]1.Cl. The product is [CH3:17][O:18][C:19]1[CH:24]=[CH:23][CH:22]=[CH:21][C:20]=1[N:25]1[CH2:26][CH2:27][N:28]([CH2:31]/[CH:32]=[CH:33]/[CH2:34][NH:35][C:12](=[O:14])[C:11]2[CH:10]=[CH:9][C:8]([C:3]3[CH:4]=[CH:5][CH:6]=[CH:7][N:2]=3)=[CH:16][CH:15]=2)[CH2:29][CH2:30]1. (6) The reactants are [CH3:1][C:2]1[CH:7]=[C:6]([CH3:8])[CH:5]=[CH:4][C:3]=1[NH:9][C:10](=O)[CH2:11][N:12]([CH2:19][C:20]1[CH:36]=[CH:35][C:23]([O:24][C:25]([CH3:34])([CH3:33])[C:26]([O:28][C:29]([CH3:32])([CH3:31])[CH3:30])=[O:27])=[CH:22][CH:21]=1)[CH2:13][C:14]1[O:15][CH:16]=[CH:17][CH:18]=1.B.CSC.C(=O)([O-])[O-].[Na+].[Na+]. The catalyst is C1(C)C=CC=CC=1.O1CCCC1. The product is [CH3:1][C:2]1[CH:7]=[C:6]([CH3:8])[CH:5]=[CH:4][C:3]=1[NH:9][CH2:10][CH2:11][N:12]([CH2:19][C:20]1[CH:21]=[CH:22][C:23]([O:24][C:25]([CH3:34])([CH3:33])[C:26]([O:28][C:29]([CH3:30])([CH3:31])[CH3:32])=[O:27])=[CH:35][CH:36]=1)[CH2:13][C:14]1[O:15][CH:16]=[CH:17][CH:18]=1. The yield is 0.370.